This data is from HIV replication inhibition screening data with 41,000+ compounds from the AIDS Antiviral Screen. The task is: Binary Classification. Given a drug SMILES string, predict its activity (active/inactive) in a high-throughput screening assay against a specified biological target. (1) The drug is COc1ccc2c(c1)CCC1C2CCC2(C)C(O)C(O)CC12. The result is 0 (inactive). (2) The molecule is O=C(O)c1cnc(-n2[nH]c3c(c2=O)CCCC3)nc1O. The result is 0 (inactive). (3) The compound is COc1cc2nncc(SCc3ccccc3)c2cc1OC. The result is 0 (inactive). (4) The compound is O=C(O[Bi](c1ccccc1)c1ccccc1)c1ccccc1. The result is 0 (inactive). (5) The molecule is CCN(CC)C(=S)SS(=O)(=O)c1ccccc1[N+](=O)[O-]. The result is 0 (inactive). (6) The compound is ClP1Nc2cncnc2N1. The result is 0 (inactive). (7) The compound is CC=CC(=O)OCC1CCC[N+]2(C)CCCCC12.[I-]. The result is 0 (inactive). (8) The compound is N#CC(N)=C(C#N)N=CNCCO. The result is 0 (inactive). (9) The drug is N=C(N)NS(=O)(=O)c1ccc(NCCc2c3ccccc3nc3ccccc23)cc1. The result is 0 (inactive). (10) The drug is CCSCCCCCCCCCCC(=O)OCC1OC(n2cc(C)c(=O)[nH]c2=O)CC1O. The result is 1 (active).